Dataset: Catalyst prediction with 721,799 reactions and 888 catalyst types from USPTO. Task: Predict which catalyst facilitates the given reaction. (1) Reactant: [CH2:1]([NH2:5])[CH2:2][CH2:3][CH3:4].Cl[C:7]1[N:17]=[CH:16][CH:15]=[CH:14][C:8]=1[C:9]([O:11][CH2:12][CH3:13])=[O:10].C(O)C. Product: [CH2:1]([NH:5][C:7]1[N:17]=[CH:16][CH:15]=[CH:14][C:8]=1[C:9]([O:11][CH2:12][CH3:13])=[O:10])[CH2:2][CH2:3][CH3:4]. The catalyst class is: 6. (2) Reactant: [C:1]([O:5][C:6]([N:8]1[CH2:13][CH2:12][N:11]2[C:14]([C:23]([F:26])([F:25])[F:24])=[N:15][C:16]([C:17](=[O:22])N(OC)C)=[C:10]2[CH2:9]1)=[O:7])([CH3:4])([CH3:3])[CH3:2].[CH3:27][Mg]Br.[Cl-].[NH4+]. The catalyst class is: 334. Product: [C:1]([O:5][C:6]([N:8]1[CH2:13][CH2:12][N:11]2[C:14]([C:23]([F:25])([F:26])[F:24])=[N:15][C:16]([C:17](=[O:22])[CH3:27])=[C:10]2[CH2:9]1)=[O:7])([CH3:3])([CH3:2])[CH3:4].